This data is from Forward reaction prediction with 1.9M reactions from USPTO patents (1976-2016). The task is: Predict the product of the given reaction. (1) Given the reactants [C:1]([CH:5]1[CH2:10][CH2:9][CH2:8][CH2:7][C:6]1=O)([CH3:4])([CH3:3])[CH3:2].[C:12](O)(=O)C.[CH:16]([NH2:18])=[NH:17], predict the reaction product. The product is: [C:1]([CH:5]1[C:6]2[N:18]=[CH:16][N:17]=[CH:12][C:7]=2[CH2:8][CH2:9][CH2:10]1)([CH3:4])([CH3:3])[CH3:2]. (2) Given the reactants [Cl:1][C:2]1[N:7]=[C:6](Cl)[C:5]([F:9])=[CH:4][N:3]=1.[CH2:10]([O:12][C:13]([CH:15]1[CH2:20][CH2:19][N:18]([C:21]([C:23]2[CH:24]=[C:25]([CH:27]=[CH:28][CH:29]=2)[NH2:26])=[O:22])[CH2:17][CH2:16]1)=[O:14])[CH3:11], predict the reaction product. The product is: [Cl:1][C:2]1[N:7]=[C:6]([NH:26][C:25]2[CH:27]=[CH:28][CH:29]=[C:23]([C:21]([N:18]3[CH2:17][CH2:16][CH:15]([C:13]([O:12][CH2:10][CH3:11])=[O:14])[CH2:20][CH2:19]3)=[O:22])[CH:24]=2)[C:5]([F:9])=[CH:4][N:3]=1. (3) Given the reactants [CH2:1]([S:8][C:9]1[S:13][C:12]([SH:14])=[N:11][N:10]=1)[C:2]1[CH:7]=[CH:6][CH:5]=[CH:4][CH:3]=1.[H-].[Na+].Cl[C:18]1[C:19]([C:24]#[N:25])=[N:20][CH:21]=[CH:22][N:23]=1, predict the reaction product. The product is: [CH2:1]([S:8][C:9]1[S:13][C:12]([S:14][C:18]2[C:19]([C:24]#[N:25])=[N:20][CH:21]=[CH:22][N:23]=2)=[N:11][N:10]=1)[C:2]1[CH:3]=[CH:4][CH:5]=[CH:6][CH:7]=1. (4) Given the reactants [CH3:1][C:2]([C:11]1[CH:12]=[CH:13][C:14]([OH:17])=[CH:15][CH:16]=1)([C:4]1[CH:5]=[CH:6][C:7]([OH:10])=[CH:8][CH:9]=1)[CH3:3].C1([O:24][P:25](Cl)(Cl)=[O:26])C=CC=CC=1.[Cl-].[Al+3].[Cl-].[Cl-].[OH-:33].[K+].C1([OH:41])C=CC=CC=1, predict the reaction product. The product is: [CH3:3][C:2]([C:4]1[CH:5]=[CH:6][C:7]([OH:10])=[CH:8][CH:9]=1)([C:11]1[CH:12]=[CH:13][C:14]([OH:17])=[CH:15][CH:16]=1)[CH3:1].[P:25]([O-:26])([O-:41])([O-:24])=[O:33]. (5) Given the reactants [F:1][C:2]1[CH:7]=[CH:6][C:5]([C@@H:8]([NH2:10])[CH3:9])=[CH:4][CH:3]=1.C(=O)([O-])[O-].[K+].[K+].Br[CH2:18][CH2:19][CH2:20][CH2:21][C:22](Cl)=[O:23], predict the reaction product. The product is: [F:1][C:2]1[CH:7]=[CH:6][C:5]([CH:8]([N:10]2[CH2:18][CH2:19][CH2:20][CH2:21][C:22]2=[O:23])[CH3:9])=[CH:4][CH:3]=1. (6) Given the reactants Cl[C:2]1[N:7]=[CH:6][N:5]=[C:4]2[NH:8][N:9]=[CH:10][C:3]=12.CC1(C)C(C)(C)OB([C:19]2[CH:20]=[C:21]([C:25]3([C:28]#[N:29])[CH2:27][CH2:26]3)[CH:22]=[CH:23][CH:24]=2)O1.C(=O)([O-])[O-].[Na+].[Na+], predict the reaction product. The product is: [NH:8]1[C:4]2=[N:5][CH:6]=[N:7][C:2]([C:19]3[CH:20]=[C:21]([C:25]4([C:28]#[N:29])[CH2:26][CH2:27]4)[CH:22]=[CH:23][CH:24]=3)=[C:3]2[CH:10]=[N:9]1. (7) Given the reactants C([CH2:3][NH:4][C:5]1[NH:9][C:8]([C:10]2[CH:15]=[CH:14][C:13]([F:16])=[CH:12][CH:11]=2)=[N:7][C:6]=1[C:17]1[CH:22]=[CH:21][CH:20]=[CH:19][CH:18]=1)=O.[ClH:23].[C:24](=O)([O-])O.[Na+], predict the reaction product. The product is: [ClH:23].[CH3:24][N:4]([CH3:3])[C:5]1[NH:9][C:8]([C:10]2[CH:11]=[CH:12][C:13]([F:16])=[CH:14][CH:15]=2)=[N:7][C:6]=1[C:17]1[CH:22]=[CH:21][CH:20]=[CH:19][CH:18]=1. (8) Given the reactants CCCC[N+](CCCC)(CCCC)CCCC.O.O.O.[F-].[Si]([O:29][C@@H:30]([CH2:41][CH2:42][N:43]([CH3:45])[CH3:44])[C:31]([NH:33][C:34]1[CH:39]=[CH:38][C:37]([CH3:40])=[CH:36][N:35]=1)=[O:32])(C(C)(C)C)(C)C.O.CCOC(C)=O, predict the reaction product. The product is: [CH3:45][N:43]([CH3:44])[CH2:42][CH2:41][C@H:30]([OH:29])[C:31]([NH:33][C:34]1[CH:39]=[CH:38][C:37]([CH3:40])=[CH:36][N:35]=1)=[O:32]. (9) Given the reactants [Cl:1][C:2]1[CH:3]=[C:4]([C@@:9]2([CH2:23][OH:24])[O:15][CH2:14][CH2:13][N:12](C(OC(C)(C)C)=O)[CH2:11][CH2:10]2)[CH:5]=[CH:6][C:7]=1[Cl:8].Cl.C(OCC)(=O)C, predict the reaction product. The product is: [ClH:1].[Cl:1][C:2]1[CH:3]=[C:4]([C@@:9]2([CH2:23][OH:24])[O:15][CH2:14][CH2:13][NH:12][CH2:11][CH2:10]2)[CH:5]=[CH:6][C:7]=1[Cl:8]. (10) Given the reactants [C:1]([C:3]1[N:8]=[N:7][C:6]([C:9]([N:11]2[CH2:30][CH2:29][C:14]3[N:15]=[C:16]([NH:19][CH:20]4[CH2:28][C:27]5[C:22](=[CH:23][CH:24]=[CH:25][CH:26]=5)[CH2:21]4)[N:17]=[CH:18][C:13]=3[CH2:12]2)=[O:10])=[CH:5][CH:4]=1)#[CH:2].[Na].O=C1O[C@H]([C@H](CO)O)C(O)=C1O.[N:44]([Si](C)(C)C)=[N+:45]=[N-:46], predict the reaction product. The product is: [CH2:28]1[C:27]2[C:22](=[CH:23][CH:24]=[CH:25][CH:26]=2)[CH2:21][CH:20]1[NH:19][C:16]1[N:17]=[CH:18][C:13]2[CH2:12][N:11]([C:9]([C:6]3[N:7]=[N:8][C:3]([C:1]4[NH:46][N:45]=[N:44][CH:2]=4)=[CH:4][CH:5]=3)=[O:10])[CH2:30][CH2:29][C:14]=2[N:15]=1.